From a dataset of Reaction yield outcomes from USPTO patents with 853,638 reactions. Predict the reaction yield, written as a fraction of the theoretical maximum amount of product (1.0 means a 100% yield; for example, 0.34 means a 34% yield). (1) The reactants are Br[C:2]1[N:19]=[C:5]2[CH:6]=[CH:7][CH:8]=[C:9]([C:10]([F:18])([F:17])[CH:11]3[CH2:16][CH2:15][O:14][CH2:13][CH2:12]3)[N:4]2[N:3]=1.C([N:22](S(F)(F)F)[CH2:23][CH3:24])C. The catalyst is C(Cl)(Cl)Cl. The product is [F:17][C:10]([F:18])([CH:11]1[CH2:16][CH2:15][O:14][CH2:13][CH2:12]1)[C:9]1[N:4]2[N:3]=[C:2]([NH:19][C:5]3[CH:24]=[C:23]4[C:8]([C:9]([CH3:10])=[N:4][NH:22]4)=[CH:7][CH:6]=3)[N:19]=[C:5]2[CH:6]=[CH:7][CH:8]=1. The yield is 0.790. (2) The reactants are [Cr](Cl)([O-])(=O)=O.[NH+]1C=CC=CC=1.[Br:12][C:13]1[CH:14]=[C:15]2[C:20](=[CH:21][CH:22]=1)[CH:19]=[C:18]([CH2:23][OH:24])[CH:17]=[CH:16]2.C(OCC)C. The catalyst is C(Cl)Cl. The product is [Br:12][C:13]1[CH:14]=[C:15]2[C:20](=[CH:21][CH:22]=1)[CH:19]=[C:18]([CH:23]=[O:24])[CH:17]=[CH:16]2. The yield is 0.950. (3) The reactants are [CH2:1](Br)[C:2]1[CH:7]=[CH:6][CH:5]=[CH:4][CH:3]=1.[OH:9][C:10]1[CH:11]=[C:12]([CH:15]=[CH:16][CH:17]=1)[CH:13]=[O:14].C([O-])([O-])=O.[Cs+].[Cs+]. The catalyst is CN(C=O)C. The product is [CH2:1]([O:9][C:10]1[CH:11]=[C:12]([CH:15]=[CH:16][CH:17]=1)[CH:13]=[O:14])[C:2]1[CH:7]=[CH:6][CH:5]=[CH:4][CH:3]=1. The yield is 0.760. (4) The reactants are [F:1][C:2]([F:10])(S(F)(=O)=O)C(O)=O.[OH:11][CH2:12][C:13]1[N:18]=[C:17]([C:19]([O:21][CH2:22][CH3:23])=[O:20])[CH:16]=[CH:15][CH:14]=1. The catalyst is CC#N.[Cu]I. The product is [F:1][CH:2]([F:10])[O:11][CH2:12][C:13]1[N:18]=[C:17]([C:19]([O:21][CH2:22][CH3:23])=[O:20])[CH:16]=[CH:15][CH:14]=1. The yield is 0.130. (5) The reactants are [CH2:1]([O:3][C:4](=[O:19])[CH2:5][NH:6][C:7]1[CH:12]=[C:11]([O:13][CH3:14])[C:10]([O:15][CH3:16])=[CH:9][C:8]=1[C:17]#[N:18])[CH3:2].CC(C)([O-])C.[K+]. The yield is 0.490. The catalyst is O1CCCC1. The product is [NH2:18][C:17]1[C:8]2[C:7](=[CH:12][C:11]([O:13][CH3:14])=[C:10]([O:15][CH3:16])[CH:9]=2)[NH:6][C:5]=1[C:4]([O:3][CH2:1][CH3:2])=[O:19]. (6) The reactants are [I:1][C:2]1[CH:7]=[CH:6][C:5]([O:8][CH:9]([CH3:31])[CH2:10][O:11]C(C2C=CC=CC=2)(C2C=CC=CC=2)C2C=CC=CC=2)=[CH:4][CH:3]=1.FC(F)(F)C(O)=O. The catalyst is ClCCl. The product is [I:1][C:2]1[CH:7]=[CH:6][C:5]([O:8][CH:9]([CH3:31])[CH2:10][OH:11])=[CH:4][CH:3]=1. The yield is 0.550. (7) The reactants are [N:1]([C:4]1[C:13]([S:14][CH2:15][C:16]2[CH:21]=[CH:20][C:19]([O:22][CH3:23])=[CH:18][CH:17]=2)=[CH:12][C:7]([C:8]([O:10][CH3:11])=[O:9])=[C:6]([NH:24][C:25]2[CH:30]=[CH:29][CH:28]=[CH:27][C:26]=2[F:31])[C:5]=1[F:32])=[N+]=[N-].[H][H]. The catalyst is CO.[Pd]. The product is [NH2:1][C:4]1[C:13]([S:14][CH2:15][C:16]2[CH:17]=[CH:18][C:19]([O:22][CH3:23])=[CH:20][CH:21]=2)=[CH:12][C:7]([C:8]([O:10][CH3:11])=[O:9])=[C:6]([NH:24][C:25]2[CH:30]=[CH:29][CH:28]=[CH:27][C:26]=2[F:31])[C:5]=1[F:32]. The yield is 0.981. (8) The reactants are Br[CH2:2][C:3]([O:5][CH2:6][CH3:7])=[O:4].[CH:8]1([NH2:11])[CH2:10][CH2:9]1.C([O-])([O-])=O.[K+].[K+].O. The catalyst is CN(C=O)C. The product is [CH:8]1([NH:11][CH2:2][C:3]([O:5][CH2:6][CH3:7])=[O:4])[CH2:10][CH2:9]1. The yield is 0.520.